Dataset: Catalyst prediction with 721,799 reactions and 888 catalyst types from USPTO. Task: Predict which catalyst facilitates the given reaction. (1) Reactant: [CH3:1][C:2]1[O:6][CH:5]=[C:4]([CH:7]=O)[CH:3]=1.[CH3:9][O:10][N:11]([CH3:34])[C:12](=[O:33])[CH:13]=P(C1C=CC=CC=1)(C1C=CC=CC=1)C1C=CC=CC=1. Product: [CH3:9][O:10][N:11]([CH3:34])[C:12](=[O:33])/[CH:13]=[CH:7]/[C:4]1[CH:3]=[C:2]([CH3:1])[O:6][CH:5]=1. The catalyst class is: 11. (2) Reactant: [C:1]([O:5][C:6](=[O:41])[NH:7][C@H:8]1[CH2:13][CH2:12][C@@H:11]([N:14]2[C:19](=[O:20])[C:18]3[CH:21]=[C:22]([F:25])[CH:23]=[N:24][C:17]=3[N:16]([C:26]3[CH:27]=[C:28]([C:32]4[CH:37]=[CH:36][C:35]([CH:38]=O)=[CH:34][CH:33]=4)[CH:29]=[CH:30][CH:31]=3)[C:15]2=[O:40])[CH2:10][CH2:9]1)([CH3:4])([CH3:3])[CH3:2].S([O-])([O-])(=O)=O.[Na+].[Na+].[N:49]1([C:56]([O:58][CH2:59][C:60]2[CH:65]=[CH:64][CH:63]=[CH:62][CH:61]=2)=[O:57])[CH2:55][CH2:54][CH2:53][NH:52][CH2:51][CH2:50]1.C(O[BH-](OC(=O)C)OC(=O)C)(=O)C.[Na+]. Product: [C:1]([O:5][C:6]([NH:7][C@@H:8]1[CH2:13][CH2:12][C@H:11]([N:14]2[C:19](=[O:20])[C:18]3[CH:21]=[C:22]([F:25])[CH:23]=[N:24][C:17]=3[N:16]([C:26]3[CH:27]=[C:28]([C:32]4[CH:33]=[CH:34][C:35]([CH2:38][N:52]5[CH2:53][CH2:54][CH2:55][N:49]([C:56]([O:58][CH2:59][C:60]6[CH:65]=[CH:64][CH:63]=[CH:62][CH:61]=6)=[O:57])[CH2:50][CH2:51]5)=[CH:36][CH:37]=4)[CH:29]=[CH:30][CH:31]=3)[C:15]2=[O:40])[CH2:10][CH2:9]1)=[O:41])([CH3:4])([CH3:3])[CH3:2]. The catalyst class is: 61. (3) Reactant: [CH2:1]([S:3]([C:6]1[C:7]([C:12]2[N:25]([CH3:26])[C:15]3=[N:16][CH:17]=[C:18]([S:20][C:21]([F:24])([F:23])[F:22])[CH:19]=[C:14]3[N:13]=2)=[N:8][CH:9]=[CH:10][CH:11]=1)(=[O:5])=[O:4])[CH3:2].ClC1C=CC=C(C(OO)=[O:35])C=1.S([O-])([O-])(=O)=S.[Na+].[Na+].C(=O)([O-])O.[Na+]. Product: [CH2:1]([S:3]([C:6]1[C:7]([C:12]2[N:25]([CH3:26])[C:15]3=[N:16][CH:17]=[C:18]([S:20]([C:21]([F:24])([F:22])[F:23])=[O:35])[CH:19]=[C:14]3[N:13]=2)=[N:8][CH:9]=[CH:10][CH:11]=1)(=[O:5])=[O:4])[CH3:2]. The catalyst class is: 22. (4) Reactant: C1(P(C2CCCCC2)C2C=CC=CC=2C2C(C(C)C)=CC(C(C)C)=CC=2C(C)C)CCCCC1.[O:35]1[CH2:40][CH2:39][N:38]([C:41]2[C:46]([NH2:47])=[CH:45][C:44]([N:48]3[CH2:53][CH2:52][O:51][CH2:50][CH2:49]3)=[CH:43][N:42]=2)[CH2:37][CH2:36]1.Cl[C:55]1[C:64]2[C:59](=[CH:60][C:61]([F:66])=[CH:62][C:63]=2[F:65])[N:58]=[C:57]([C:67]2[CH:72]=[CH:71][N:70]=[C:69]([O:73][CH3:74])[CH:68]=2)[C:56]=1[CH3:75].CC(C)([O-])C.[Na+]. Product: [O:35]1[CH2:40][CH2:39][N:38]([C:41]2[C:46]([NH:47][C:55]3[C:64]4[C:59](=[CH:60][C:61]([F:66])=[CH:62][C:63]=4[F:65])[N:58]=[C:57]([C:67]4[CH:72]=[CH:71][N:70]=[C:69]([O:73][CH3:74])[CH:68]=4)[C:56]=3[CH3:75])=[CH:45][C:44]([N:48]3[CH2:49][CH2:50][O:51][CH2:52][CH2:53]3)=[CH:43][N:42]=2)[CH2:37][CH2:36]1. The catalyst class is: 101. (5) Reactant: C(OC(=O)[NH:7][C:8]1[C:9]([CH3:29])=[N:10][CH:11]=[C:12]([NH:14][C:15]2[N:20]=[CH:19][C:18]([C:21]3[CH:26]=[CH:25][C:24]([O:27][CH3:28])=[CH:23][CH:22]=3)=[CH:17][N:16]=2)[CH:13]=1)(C)(C)C.C(O)(C(F)(F)F)=O.C([O-])([O-])=O.[Na+].[Na+]. Product: [CH3:28][O:27][C:24]1[CH:25]=[CH:26][C:21]([C:18]2[CH:17]=[N:16][C:15]([NH:14][C:12]3[CH:13]=[C:8]([NH2:7])[C:9]([CH3:29])=[N:10][CH:11]=3)=[N:20][CH:19]=2)=[CH:22][CH:23]=1. The catalyst class is: 34. (6) Reactant: [CH:1]([C:3]1[CH:4]=[CH:5][C:6]([OH:13])=[C:7]([CH:12]=1)[C:8]([O:10][CH3:11])=[O:9])=O.[CH3:14][O:15][C:16]1[CH:25]=[CH:24][C:19]2[N:20]=[C:21]([NH2:23])[S:22][C:18]=2[CH:17]=1.[P:26]([O-:31])([O:29][CH3:30])[O:27][CH3:28].ClCCl.CCOC(C)=O. Product: [CH3:28][O:27][P:26]([CH:1]([NH:23][C:21]1[S:22][C:18]2[CH:17]=[C:16]([O:15][CH3:14])[CH:25]=[CH:24][C:19]=2[N:20]=1)[C:3]1[CH:4]=[CH:5][C:6]([OH:13])=[C:7]([CH:12]=1)[C:8]([O:10][CH3:11])=[O:9])([O:29][CH3:30])=[O:31]. The catalyst class is: 11. (7) Reactant: [CH:1]1([C:4]2[C:5]([O:14][CH2:15][CH:16]3[CH2:21][CH2:20][N:19]([CH2:22][C:23]4[CH:28]=[C:27]([Cl:29])[CH:26]=[C:25]([Cl:30])[C:24]=4[C:31]#[N:32])[CH2:18][CH2:17]3)=[CH:6][C:7]([F:13])=[C:8]([CH:12]=2)[C:9](O)=[O:10])[CH2:3][CH2:2]1.[CH3:33][S:34]([NH2:37])(=[O:36])=[O:35].Cl.C(N=C=NCCCN(C)C)C. Product: [CH:1]1([C:4]2[C:5]([O:14][CH2:15][CH:16]3[CH2:21][CH2:20][N:19]([CH2:22][C:23]4[CH:28]=[C:27]([Cl:29])[CH:26]=[C:25]([Cl:30])[C:24]=4[C:31]#[N:32])[CH2:18][CH2:17]3)=[CH:6][C:7]([F:13])=[C:8]([CH:12]=2)[C:9]([NH:37][S:34]([CH3:33])(=[O:36])=[O:35])=[O:10])[CH2:2][CH2:3]1. The catalyst class is: 79. (8) Reactant: [Cl:1][C:2]1[N:3]=[N:4][C:5](Cl)=[CH:6][CH:7]=1.[CH3:9][N:10]1[CH:14]=[C:13](B2OC(C)(C)C(C)(C)O2)[CH:12]=[N:11]1.C([O-])([O-])=O.[K+].[K+]. Product: [Cl:1][C:2]1[N:3]=[N:4][C:5]([C:13]2[CH:12]=[N:11][N:10]([CH3:9])[CH:14]=2)=[CH:6][CH:7]=1. The catalyst class is: 73. (9) Reactant: [OH:1][C:2]1[CH:17]=[CH:16][C:5]([O:6][CH2:7][CH2:8][N:9]2[CH2:14][CH2:13][CH:12]([OH:15])[CH2:11][CH2:10]2)=[CH:4][CH:3]=1.C([O-])([O-])=O.[Cs+].[Cs+].Cl[C:25]1[S:26][C:27]2[CH:33]=[CH:32][CH:31]=[CH:30][C:28]=2[N:29]=1. Product: [S:26]1[C:27]2[CH:33]=[CH:32][CH:31]=[CH:30][C:28]=2[N:29]=[C:25]1[O:1][C:2]1[CH:3]=[CH:4][C:5]([O:6][CH2:7][CH2:8][N:9]2[CH2:14][CH2:13][CH:12]([OH:15])[CH2:11][CH2:10]2)=[CH:16][CH:17]=1. The catalyst class is: 3. (10) Reactant: C[O:2][C:3](=O)[C@H:4]([N:14]([CH2:27][C:28]1[CH:33]=[CH:32][C:31]([F:34])=[CH:30][CH:29]=1)[C:15]([C@@H:17]([NH:19]C(OC(C)(C)C)=O)[CH3:18])=[O:16])[CH2:5][O:6][CH2:7][C:8]1[CH:13]=[CH:12][CH:11]=[CH:10][CH:9]=1.FC(F)(F)C(O)=O. Product: [F:34][C:31]1[CH:32]=[CH:33][C:28]([CH2:27][N:14]2[C:15](=[O:16])[C@H:17]([CH3:18])[NH:19][C:3](=[O:2])[C@H:4]2[CH2:5][O:6][CH2:7][C:8]2[CH:13]=[CH:12][CH:11]=[CH:10][CH:9]=2)=[CH:29][CH:30]=1. The catalyst class is: 2.